From a dataset of Peptide-MHC class I binding affinity with 185,985 pairs from IEDB/IMGT. Regression. Given a peptide amino acid sequence and an MHC pseudo amino acid sequence, predict their binding affinity value. This is MHC class I binding data. (1) The peptide sequence is TALLEEAQI. The MHC is Mamu-B01 with pseudo-sequence Mamu-B01. The binding affinity (normalized) is 0.545. (2) The peptide sequence is DVCGMFTNR. The MHC is HLA-A03:01 with pseudo-sequence HLA-A03:01. The binding affinity (normalized) is 0. (3) The peptide sequence is VMTEGRHAV. The MHC is HLA-B40:01 with pseudo-sequence HLA-B40:01. The binding affinity (normalized) is 0.0847.